Dataset: Reaction yield outcomes from USPTO patents with 853,638 reactions. Task: Predict the reaction yield, written as a fraction of the theoretical maximum amount of product (1.0 means a 100% yield; for example, 0.34 means a 34% yield). (1) The reactants are C[Al](C)C.[CH:5]1([N:8]2[CH2:14][CH2:13][CH2:12][N:11]([C:15]3[N:20]=[CH:19][C:18]([C:21]([O:23]C)=O)=[CH:17][N:16]=3)[CH2:10][CH2:9]2)[CH2:7][CH2:6]1.[CH3:25][O:26][C:27]1[CH:28]=[C:29]([CH2:35][CH2:36][C:37]2[CH:38]=[C:39]([NH2:42])[NH:40][N:41]=2)[CH:30]=[C:31]([O:33][CH3:34])[CH:32]=1. The catalyst is C1(C)C=CC=CC=1. The product is [CH:5]1([N:8]2[CH2:14][CH2:13][CH2:12][N:11]([C:15]3[N:16]=[CH:17][C:18]([C:21]([NH:42][C:39]4[NH:40][N:41]=[C:37]([CH2:36][CH2:35][C:29]5[CH:30]=[C:31]([O:33][CH3:34])[CH:32]=[C:27]([O:26][CH3:25])[CH:28]=5)[CH:38]=4)=[O:23])=[CH:19][N:20]=3)[CH2:10][CH2:9]2)[CH2:6][CH2:7]1. The yield is 0.0100. (2) The reactants are [S:1]1[CH:5]=[C:4]([C:6]([OH:8])=O)[N:3]=[CH:2]1.[NH2:9][C@@H:10]([CH3:26])[CH2:11][N:12]1[CH:16]=[CH:15][C:14]([C:17]2[CH:24]=[CH:23][C:20]([C:21]#[N:22])=[C:19]([Cl:25])[CH:18]=2)=[N:13]1. No catalyst specified. The product is [Cl:25][C:19]1[CH:18]=[C:17]([C:14]2[CH:15]=[CH:16][N:12]([CH2:11][C@@H:10]([NH:9][C:6]([C:4]3[N:3]=[CH:2][S:1][CH:5]=3)=[O:8])[CH3:26])[N:13]=2)[CH:24]=[CH:23][C:20]=1[C:21]#[N:22]. The yield is 0.440.